From a dataset of NCI-60 drug combinations with 297,098 pairs across 59 cell lines. Regression. Given two drug SMILES strings and cell line genomic features, predict the synergy score measuring deviation from expected non-interaction effect. (1) Drug 1: CN1C2=C(C=C(C=C2)N(CCCl)CCCl)N=C1CCCC(=O)O.Cl. Drug 2: CS(=O)(=O)OCCCCOS(=O)(=O)C. Cell line: KM12. Synergy scores: CSS=-2.44, Synergy_ZIP=6.56, Synergy_Bliss=9.71, Synergy_Loewe=-3.05, Synergy_HSA=-0.959. (2) Drug 1: C1=NC2=C(N1)C(=S)N=C(N2)N. Drug 2: CCCCCOC(=O)NC1=NC(=O)N(C=C1F)C2C(C(C(O2)C)O)O. Cell line: COLO 205. Synergy scores: CSS=22.7, Synergy_ZIP=0.419, Synergy_Bliss=2.66, Synergy_Loewe=-27.8, Synergy_HSA=0.882. (3) Drug 1: C#CCC(CC1=CN=C2C(=N1)C(=NC(=N2)N)N)C3=CC=C(C=C3)C(=O)NC(CCC(=O)O)C(=O)O. Drug 2: CCN(CC)CCCC(C)NC1=C2C=C(C=CC2=NC3=C1C=CC(=C3)Cl)OC. Cell line: OVCAR-4. Synergy scores: CSS=29.9, Synergy_ZIP=-3.98, Synergy_Bliss=-1.78, Synergy_Loewe=-5.30, Synergy_HSA=1.75. (4) Drug 1: CC1=CC2C(CCC3(C2CCC3(C(=O)C)OC(=O)C)C)C4(C1=CC(=O)CC4)C. Drug 2: CS(=O)(=O)OCCCCOS(=O)(=O)C. Cell line: HOP-92. Synergy scores: CSS=-2.01, Synergy_ZIP=2.12, Synergy_Bliss=-0.487, Synergy_Loewe=-9.26, Synergy_HSA=-8.85. (5) Drug 1: C(=O)(N)NO. Drug 2: C1C(C(OC1N2C=NC(=NC2=O)N)CO)O. Cell line: ACHN. Synergy scores: CSS=12.3, Synergy_ZIP=-4.17, Synergy_Bliss=0.678, Synergy_Loewe=-12.2, Synergy_HSA=3.20.